From a dataset of Peptide-MHC class II binding affinity with 134,281 pairs from IEDB. Regression. Given a peptide amino acid sequence and an MHC pseudo amino acid sequence, predict their binding affinity value. This is MHC class II binding data. (1) The peptide sequence is KVTAKGVSEANTCAA. The MHC is DRB1_0101 with pseudo-sequence DRB1_0101. The binding affinity (normalized) is 0.269. (2) The peptide sequence is HGRQIRMAKLLGRDP. The MHC is HLA-DQA10401-DQB10402 with pseudo-sequence HLA-DQA10401-DQB10402. The binding affinity (normalized) is 0.0284.